Dataset: Catalyst prediction with 721,799 reactions and 888 catalyst types from USPTO. Task: Predict which catalyst facilitates the given reaction. (1) Reactant: C([O:8][C:9]1[C:10]([O:25][CH3:26])=[CH:11][C:12]2[C:18](=[O:19])[N:17]3[CH2:20][CH2:21][CH2:22][CH2:23][C@@H:16]3[CH:15]=[N:14][C:13]=2[CH:24]=1)C1C=CC=CC=1. Product: [OH:8][C:9]1[C:10]([O:25][CH3:26])=[CH:11][C:12]2[C:18](=[O:19])[N:17]3[CH2:20][CH2:21][CH2:22][CH2:23][C@@H:16]3[CH:15]=[N:14][C:13]=2[CH:24]=1. The catalyst class is: 326. (2) Reactant: [CH2:1]([O:3][C:4]([N:6]1[C:15]2[C:10](=[N:11][C:12]([O:16][CH3:17])=[CH:13][CH:14]=2)[C@@H:9]([NH:18][C:19]2[N:24]=[C:23]([CH2:25][C:26]3[CH:31]=[C:30]([C:32]([F:35])([F:34])[F:33])[CH:29]=[C:28]([C:36]([F:39])([F:38])[F:37])[CH:27]=3)[C:22](I)=[CH:21][N:20]=2)[CH2:8][C@H:7]1[CH2:41][CH3:42])=[O:5])[CH3:2].C([Sn](CCCC)(CCCC)[C:48]1[CH:53]=[CH:52][CH:51]=[CH:50][N:49]=1)CCC.[F-].[K+]. Product: [CH2:1]([O:3][C:4]([N:6]1[C:15]2[C:10](=[N:11][C:12]([O:16][CH3:17])=[CH:13][CH:14]=2)[C@@H:9]([NH:18][C:19]2[N:24]=[C:23]([CH2:25][C:26]3[CH:31]=[C:30]([C:32]([F:35])([F:34])[F:33])[CH:29]=[C:28]([C:36]([F:39])([F:38])[F:37])[CH:27]=3)[C:22]([C:48]3[CH:53]=[CH:52][CH:51]=[CH:50][N:49]=3)=[CH:21][N:20]=2)[CH2:8][C@H:7]1[CH2:41][CH3:42])=[O:5])[CH3:2]. The catalyst class is: 109. (3) Reactant: [CH:1]1[C:10]2[C:5](=[CH:6][CH:7]=[CH:8][CH:9]=2)[CH:4]=[CH:3][C:2]=1[CH:11]([NH:13]C=O)[CH3:12].C(O)C.[OH-].[Na+]. Product: [CH:1]1[C:10]2[C:5](=[CH:6][CH:7]=[CH:8][CH:9]=2)[CH:4]=[CH:3][C:2]=1[CH:11]([NH2:13])[CH3:12]. The catalyst class is: 6.